From a dataset of Peptide-MHC class II binding affinity with 134,281 pairs from IEDB. Regression. Given a peptide amino acid sequence and an MHC pseudo amino acid sequence, predict their binding affinity value. This is MHC class II binding data. (1) The peptide sequence is FSSWETVCDSLDDYN. The MHC is DRB1_1302 with pseudo-sequence DRB1_1302. The binding affinity (normalized) is 0. (2) The peptide sequence is SAHGSGREVIDAMCH. The MHC is DRB1_1101 with pseudo-sequence DRB1_1101. The binding affinity (normalized) is 0.309. (3) The peptide sequence is WTGALVTPCAAEEQK. The MHC is DRB1_0802 with pseudo-sequence DRB1_0802. The binding affinity (normalized) is 0.